Dataset: Forward reaction prediction with 1.9M reactions from USPTO patents (1976-2016). Task: Predict the product of the given reaction. (1) Given the reactants [C:1]1([S:7]([C:10]2[C:18]3[C:13](=[CH:14][CH:15]=[CH:16][CH:17]=3)[NH:12][C:11]=2[C:19]([O:21]C)=O)(=[O:9])=[O:8])[CH:6]=[CH:5][CH:4]=[CH:3][CH:2]=1.O.[NH2:24][NH2:25], predict the reaction product. The product is: [C:1]1([S:7]([C:10]2[C:18]3[C:13](=[CH:14][CH:15]=[CH:16][CH:17]=3)[NH:12][C:11]=2[C:19]([NH:24][NH2:25])=[O:21])(=[O:9])=[O:8])[CH:6]=[CH:5][CH:4]=[CH:3][CH:2]=1. (2) Given the reactants [C:1](=[O:13])([O:3][C:4]1[CH:9]=[CH:8][CH:7]=[C:6]([N+:10]([O-])=O)[CH:5]=1)[NH2:2].[H][H], predict the reaction product. The product is: [C:1](=[O:13])([O:3][C:4]1[CH:9]=[CH:8][CH:7]=[C:6]([NH2:10])[CH:5]=1)[NH2:2]. (3) Given the reactants [CH3:1][N:2]1[C:6](/[CH:7]=[CH:8]/[C:9]([O:11]CC)=[O:10])=[CH:5][C:4]([O:14][CH2:15][C:16]2[C:17]([CH3:31])=[N:18][N:19]([C:21]3[CH:26]=[CH:25][C:24]([C:27]([F:30])([F:29])[F:28])=[CH:23][N:22]=3)[CH:20]=2)=[N:3]1.[OH-].[Na+].O1CCCC1.Cl, predict the reaction product. The product is: [CH3:1][N:2]1[C:6](/[CH:7]=[CH:8]/[C:9]([OH:11])=[O:10])=[CH:5][C:4]([O:14][CH2:15][C:16]2[C:17]([CH3:31])=[N:18][N:19]([C:21]3[CH:26]=[CH:25][C:24]([C:27]([F:28])([F:29])[F:30])=[CH:23][N:22]=3)[CH:20]=2)=[N:3]1. (4) Given the reactants Cl[C:2]([O:4][C:5]1[CH:10]=[CH:9][C:8]([O:11][C:12]2[CH:17]=[CH:16][C:15]([C:18]([F:21])([F:20])[F:19])=[CH:14][N:13]=2)=[CH:7][CH:6]=1)=[O:3].Cl.[CH2:23]([N:30]([CH3:38])[CH2:31][CH:32]1[CH2:37][CH2:36][NH:35][CH2:34][CH2:33]1)[C:24]1[CH:29]=[CH:28][CH:27]=[CH:26][CH:25]=1.C(NC(C)C)(C)C, predict the reaction product. The product is: [F:19][C:18]([F:21])([F:20])[C:15]1[CH:16]=[CH:17][C:12]([O:11][C:8]2[CH:9]=[CH:10][C:5]([O:4][C:2]([N:35]3[CH2:34][CH2:33][CH:32]([CH2:31][N:30]([CH2:23][C:24]4[CH:25]=[CH:26][CH:27]=[CH:28][CH:29]=4)[CH3:38])[CH2:37][CH2:36]3)=[O:3])=[CH:6][CH:7]=2)=[N:13][CH:14]=1. (5) Given the reactants [Cl:1][C:2]1[C:11]2[N:10]=[C:9]([CH3:12])[C:8]([CH2:13][C:14]3[CH:19]=[CH:18][C:17]([S:20]([CH3:23])(=[O:22])=[O:21])=[CH:16][CH:15]=3)=[C:7]([CH3:24])[C:6]=2[C:5]([OH:25])=[CH:4][CH:3]=1.CN(C)C=O.C(=O)([O-])[O-].[K+].[K+].[CH3:37][O:38][C:39](=[O:42])[CH2:40]Br, predict the reaction product. The product is: [CH3:37][O:38][C:39](=[O:42])[CH2:40][O:25][C:5]1[CH:4]=[CH:3][C:2]([Cl:1])=[C:11]2[C:6]=1[C:7]([CH3:24])=[C:8]([CH2:13][C:14]1[CH:19]=[CH:18][C:17]([S:20]([CH3:23])(=[O:21])=[O:22])=[CH:16][CH:15]=1)[C:9]([CH3:12])=[N:10]2. (6) The product is: [CH2:29]([N:3]([CH2:1][CH3:2])[CH2:4][CH2:5][NH:6][C:7](=[O:28])[C:8]1[CH:13]=[CH:12][C:11]([NH:14][C:15](=[O:25])[CH2:16][OH:17])=[CH:10][C:9]=1[O:26][CH3:27])[CH3:30]. Given the reactants [CH2:1]([N:3]([CH2:29][CH3:30])[CH2:4][CH2:5][NH:6][C:7](=[O:28])[C:8]1[CH:13]=[CH:12][C:11]([NH:14][C:15](=[O:25])[CH2:16][O:17]CC2C=CC=CC=2)=[CH:10][C:9]=1[O:26][CH3:27])[CH3:2], predict the reaction product. (7) Given the reactants Cl.[NH2:2][CH2:3][CH2:4][S:5]([NH:8][C:9](=[O:40])[C:10]1[CH:15]=[CH:14][C:13]([NH:16][C:17]2[N:22]=[C:21]([NH:23][C:24]3([C:27]4[CH:32]=[CH:31][C:30]([Cl:33])=[CH:29][CH:28]=4)[CH2:26][CH2:25]3)[N:20]=[C:19]([O:34][CH2:35][C:36]([F:39])([F:38])[F:37])[N:18]=2)=[CH:12][CH:11]=1)(=[O:7])=[O:6].Br[CH2:42][CH2:43][CH2:44][CH2:45]Br.C(=O)([O-])[O-].[K+].[K+], predict the reaction product. The product is: [Cl:33][C:30]1[CH:31]=[CH:32][C:27]([C:24]2([NH:23][C:21]3[N:20]=[C:19]([O:34][CH2:35][C:36]([F:37])([F:38])[F:39])[N:18]=[C:17]([NH:16][C:13]4[CH:12]=[CH:11][C:10]([C:9]([NH:8][S:5]([CH2:4][CH2:3][N:2]5[CH2:45][CH2:44][CH2:43][CH2:42]5)(=[O:7])=[O:6])=[O:40])=[CH:15][CH:14]=4)[N:22]=3)[CH2:26][CH2:25]2)=[CH:28][CH:29]=1. (8) Given the reactants C[O:2][C:3]([C:5]1[CH:13]=[C:12]2[C:8]([C:9]([C:36](=[O:38])[CH3:37])=[N:10][N:11]2[CH2:14][C:15]([N:17]2[C@H:22]([C:23](=[O:35])[NH:24][C@@H:25]3[CH2:27][C@H:26]3[C:28]3[CH:33]=[CH:32][CH:31]=[CH:30][C:29]=3[F:34])[CH2:21][C@@H:20]3[C@H:18]2[CH2:19]3)=[O:16])=[CH:7][CH:6]=1)=[O:4].O[Li].O, predict the reaction product. The product is: [C:36]([C:9]1[C:8]2[C:12](=[CH:13][C:5]([C:3]([OH:4])=[O:2])=[CH:6][CH:7]=2)[N:11]([CH2:14][C:15]([N:17]2[C@H:22]([C:23](=[O:35])[NH:24][C@@H:25]3[CH2:27][C@H:26]3[C:28]3[CH:33]=[CH:32][CH:31]=[CH:30][C:29]=3[F:34])[CH2:21][C@@H:20]3[C@H:18]2[CH2:19]3)=[O:16])[N:10]=1)(=[O:38])[CH3:37].